Dataset: Full USPTO retrosynthesis dataset with 1.9M reactions from patents (1976-2016). Task: Predict the reactants needed to synthesize the given product. (1) Given the product [C:1]1([CH:7]([C:19]2[CH:24]=[CH:23][CH:22]=[CH:21][C:20]=2[CH3:25])[CH2:8][C:9]2[CH:14]=[CH:13][N:12]=[C:11]([NH:15][C:16]([NH2:18])=[O:17])[CH:10]=2)[CH:2]=[CH:3][CH:4]=[CH:5][CH:6]=1, predict the reactants needed to synthesize it. The reactants are: [C:1]1([C:7]([C:19]2[CH:24]=[CH:23][CH:22]=[CH:21][C:20]=2[CH3:25])=[CH:8][C:9]2[CH:14]=[CH:13][N:12]=[C:11]([NH:15][C:16]([NH2:18])=[O:17])[CH:10]=2)[CH:6]=[CH:5][CH:4]=[CH:3][CH:2]=1.[H][H]. (2) Given the product [OH:14][C:11]1[CH:12]=[CH:13][C:8]2[C:6](=[O:7])[CH2:5][O:15][C:9]=2[CH:10]=1, predict the reactants needed to synthesize it. The reactants are: C[O-].[Na+].Cl[CH2:5][C:6]([C:8]1[CH:13]=[CH:12][C:11]([OH:14])=[CH:10][C:9]=1[OH:15])=[O:7].Cl. (3) Given the product [CH2:15]([O:22][C:23]1[CH:24]=[C:25]2[C:29](=[CH:30][CH:31]=1)[NH:28][C:27]([C:32]([NH:1][C@@H:2]1[CH2:7][CH2:6][CH2:5][NH:4][CH2:3]1)=[O:33])=[CH:26]2)[C:16]1[CH:17]=[CH:18][CH:19]=[CH:20][CH:21]=1, predict the reactants needed to synthesize it. The reactants are: [NH2:1][C@@H:2]1[CH2:7][CH2:6][CH2:5][N:4](C(OC(C)(C)C)=O)[CH2:3]1.[CH2:15]([O:22][C:23]1[CH:24]=[C:25]2[C:29](=[CH:30][CH:31]=1)[NH:28][C:27]([C:32](O)=[O:33])=[CH:26]2)[C:16]1[CH:21]=[CH:20][CH:19]=[CH:18][CH:17]=1.N. (4) The reactants are: [CH2:1]=[C:2]1[C:7](=[O:8])[NH:6][C:5]2[CH:9]=[CH:10][CH:11]=[CH:12][C:4]=2[S:3]1.CCN(CC)CC.Cl.[CH2:21]([O:28][NH2:29])[C:22]1[CH:27]=[CH:26][CH:25]=[CH:24][CH:23]=1. Given the product [CH2:21]([O:28][NH:29][CH2:1][CH:2]1[C:7](=[O:8])[NH:6][C:5]2[CH:9]=[CH:10][CH:11]=[CH:12][C:4]=2[S:3]1)[C:22]1[CH:27]=[CH:26][CH:25]=[CH:24][CH:23]=1, predict the reactants needed to synthesize it. (5) Given the product [CH3:5][O:6][C:7]([C@@H:9]1[C@H:13]([CH2:14][N:1]=[N+:2]=[N-:3])[CH2:12][CH2:11][N:10]1[C@H:16]([C:18]1[CH:19]=[CH:20][CH:21]=[CH:22][CH:23]=1)[CH3:17])=[O:8], predict the reactants needed to synthesize it. The reactants are: [N-:1]=[N+:2]=[N-:3].[Na+].[CH3:5][O:6][C:7]([C@@H:9]1[C@H:13]([CH2:14]I)[CH2:12][CH2:11][N:10]1[C@H:16]([C:18]1[CH:23]=[CH:22][CH:21]=[CH:20][CH:19]=1)[CH3:17])=[O:8]. (6) Given the product [NH2:1][C:2]1[CH:3]=[C:4]([NH:5][C:34]2[N:35]=[CH:36][C:31]3[CH:30]=[C:29]([C:11]4[CH:12]=[C:13]([NH:16][C:17](=[O:28])[C:18]5[CH:23]=[CH:22][CH:21]=[C:20]([C:24]([F:26])([F:25])[F:27])[CH:19]=5)[CH:14]=[CH:15][C:10]=4[Cl:9])[C:42](=[O:43])[N:41]([CH3:44])[C:32]=3[N:33]=2)[CH:6]=[CH:7][CH:8]=1, predict the reactants needed to synthesize it. The reactants are: [NH2:1][C:2]1[CH:3]=[C:4]([CH:6]=[CH:7][CH:8]=1)[NH2:5].[Cl:9][C:10]1[CH:15]=[CH:14][C:13]([NH:16][C:17](=[O:28])[C:18]2[CH:23]=[CH:22][CH:21]=[C:20]([C:24]([F:27])([F:26])[F:25])[CH:19]=2)=[CH:12][C:11]=1[C:29]1[C:42](=[O:43])[N:41]([CH3:44])[C:32]2[N:33]=[C:34](S(C)(=O)=O)[N:35]=[CH:36][C:31]=2[CH:30]=1.